The task is: Predict the product of the given reaction.. This data is from Forward reaction prediction with 1.9M reactions from USPTO patents (1976-2016). (1) Given the reactants [CH2:1]([O:8][C:9]1[CH:14]=[CH:13][C:12]([OH:15])=[CH:11][CH:10]=1)[C:2]1[CH:7]=[CH:6][CH:5]=[CH:4][CH:3]=1.[CH3:16][S:17](Cl)(=[O:19])=[O:18], predict the reaction product. The product is: [CH3:16][S:17]([O:15][C:12]1[CH:11]=[CH:10][C:9]([O:8][CH2:1][C:2]2[CH:3]=[CH:4][CH:5]=[CH:6][CH:7]=2)=[CH:14][CH:13]=1)(=[O:19])=[O:18]. (2) Given the reactants [NH2:1][C:2]1[CH:10]=[C:9]([O:11][CH3:12])[CH:8]=[C:7]([O:13][CH3:14])[C:3]=1[C:4]([NH2:6])=[O:5].[F:15][C:16]1[CH:23]=[CH:22][CH:21]=[CH:20][C:17]=1[CH:18]=O.S(=O)(O)[O-].[Na+], predict the reaction product. The product is: [F:15][C:16]1[CH:23]=[CH:22][CH:21]=[CH:20][C:17]=1[C:18]1[NH:6][C:4](=[O:5])[C:3]2[C:2](=[CH:10][C:9]([O:11][CH3:12])=[CH:8][C:7]=2[O:13][CH3:14])[N:1]=1. (3) Given the reactants C([C@@:8]([NH2:23])([CH2:12][S:13][CH2:14][C:15]1[CH:20]=[CH:19][C:18]([O:21][CH3:22])=[CH:17][CH:16]=1)[C:9]([OH:11])=O)(OC(C)(C)C)=O.[CH3:24]N1CCOCC1.C(O[C:34](Cl)=[O:35])C.[OH-:37].[K+].[CH3:39][N:40]([N:44]=O)C(N)=O.O1[CH2:50][CH2:49][CH2:48]C1, predict the reaction product. The product is: [C:49]([O:37][C:34](=[O:35])[NH:23][C@@H:8]([CH2:12][S:13][CH2:14][C:15]1[CH:16]=[CH:17][C:18]([O:21][CH3:22])=[CH:19][CH:20]=1)[C:9](=[O:11])[CH:39]=[N+:40]=[N-:44])([CH3:48])([CH3:50])[CH3:24].